Predict the reactants needed to synthesize the given product. From a dataset of Full USPTO retrosynthesis dataset with 1.9M reactions from patents (1976-2016). (1) Given the product [N:1]1[CH:6]=[C:5]([C:7]2[C@:8]3([CH2:24][CH2:23][C@H:22]4[C@@H:13]([CH2:14][CH2:15][C:16]5[CH:17]=[C:18]([C:25]([NH:29][CH2:30][CH2:31][C:32]([OH:34])=[O:33])=[O:26])[CH:19]=[CH:20][C:21]=54)[C@@H:10]3[CH2:11][CH:12]=2)[CH3:9])[CH:4]=[N:3][CH:2]=1, predict the reactants needed to synthesize it. The reactants are: [N:1]1[CH:6]=[C:5]([C:7]2[C@:8]3([CH2:24][CH2:23][C@H:22]4[C@@H:13]([CH2:14][CH2:15][C:16]5[CH:17]=[C:18]([C:25](O)=[O:26])[CH:19]=[CH:20][C:21]=54)[C@@H:10]3[CH2:11][CH:12]=2)[CH3:9])[CH:4]=[N:3][CH:2]=1.Cl.[NH2:29][CH2:30][CH2:31][C:32]([O:34]CC)=[O:33]. (2) Given the product [O:29]=[C:3]1[C:2]([O:30][C:31]2[CH:36]=[CH:35][CH:34]=[CH:33][CH:32]=2)=[CH:7][C:6](=[O:8])[C:5]([NH:9][C:10]2[C:19]3[C:14](=[CH:15][C:16]([O:22][CH2:23][CH2:24][O:25][CH3:26])=[C:17]([O:20][CH3:21])[CH:18]=3)[N:13]=[CH:12][C:11]=2[C:27]#[N:28])=[CH:4]1, predict the reactants needed to synthesize it. The reactants are: Cl[C:2]1[C:3](=[O:29])[CH:4]=[C:5]([NH:9][C:10]2[C:19]3[C:14](=[CH:15][C:16]([O:22][CH2:23][CH2:24][O:25][CH3:26])=[C:17]([O:20][CH3:21])[CH:18]=3)[N:13]=[CH:12][C:11]=2[C:27]#[N:28])[C:6](=[O:8])[CH:7]=1.[O-:30][C:31]1[CH:36]=[CH:35][CH:34]=[CH:33][CH:32]=1.[Na+].